From a dataset of NCI-60 drug combinations with 297,098 pairs across 59 cell lines. Regression. Given two drug SMILES strings and cell line genomic features, predict the synergy score measuring deviation from expected non-interaction effect. Drug 1: C1CN1C2=NC(=NC(=N2)N3CC3)N4CC4. Drug 2: CN(CC1=CN=C2C(=N1)C(=NC(=N2)N)N)C3=CC=C(C=C3)C(=O)NC(CCC(=O)O)C(=O)O. Cell line: 786-0. Synergy scores: CSS=40.4, Synergy_ZIP=-3.85, Synergy_Bliss=-8.38, Synergy_Loewe=-10.3, Synergy_HSA=-6.17.